Dataset: Full USPTO retrosynthesis dataset with 1.9M reactions from patents (1976-2016). Task: Predict the reactants needed to synthesize the given product. (1) Given the product [NH2:1][C:2]1[C:3]([C:20]([NH:22][C:23]2[CH:24]=[N:25][CH:26]=[CH:27][C:28]=2[N:29]2[CH2:34][CH2:33][CH2:32][C@H:31]([NH2:35])[CH2:30]2)=[O:21])=[N:4][C:5]([C:8]2[CH:13]=[C:12]([CH2:14][CH2:15][CH:16]([CH3:17])[CH3:18])[CH:11]=[CH:10][C:9]=2[F:19])=[CH:6][CH:7]=1, predict the reactants needed to synthesize it. The reactants are: [NH2:1][C:2]1[C:3]([C:20]([NH:22][C:23]2[CH:24]=[N:25][CH:26]=[CH:27][C:28]=2[N:29]2[CH2:34][CH2:33][CH2:32][C@H:31]([NH:35]C(=O)OC(C)(C)C)[CH2:30]2)=[O:21])=[N:4][C:5]([C:8]2[CH:13]=[C:12](/[CH:14]=[CH:15]\[CH:16]([CH3:18])[CH3:17])[CH:11]=[CH:10][C:9]=2[F:19])=[CH:6][CH:7]=1.C(O)(C(F)(F)F)=O.C(Cl)Cl. (2) Given the product [F:1][C:2]1[CH:20]=[CH:19][CH:18]=[C:17]([F:21])[C:3]=1[CH2:4][N:5]1[C:9]2[CH:10]=[CH:11][CH:12]=[C:13]([CH3:14])[C:8]=2[N:7]=[C:6]1[CH:15]=[O:16].[F:28][C:29]1[CH:47]=[CH:46][CH:45]=[C:44]([F:48])[C:30]=1[CH2:31][N:32]1[C:36]2[CH:37]=[CH:38][CH:39]=[C:40]([CH3:41])[C:35]=2[N:34]=[CH:33]1, predict the reactants needed to synthesize it. The reactants are: [F:1][C:2]1[CH:20]=[CH:19][CH:18]=[C:17]([F:21])[C:3]=1[CH2:4][N:5]1[C:9]2[CH:10]=[CH:11][CH:12]=[C:13]([CH3:14])[C:8]=2[N:7]=[C:6]1[CH:15]=[O:16].N1C=CC=CC=1.[F:28][C:29]1[CH:47]=[CH:46][CH:45]=[C:44]([F:48])[C:30]=1[CH2:31][N:32]1[C:36]2[CH:37]=[CH:38][CH:39]=[C:40]([CH3:41])[C:35]=2[N:34]=[C:33]1CO. (3) Given the product [Br:1][C:2]1[C:3]([OH:12])=[C:4]([C:9](=[O:11])/[CH:10]=[CH:17]/[C:16]2[CH:19]=[CH:20][C:21]([O:22][CH3:23])=[C:14]([Cl:13])[CH:15]=2)[CH:5]=[C:6]([CH3:8])[CH:7]=1, predict the reactants needed to synthesize it. The reactants are: [Br:1][C:2]1[C:3]([OH:12])=[C:4]([C:9](=[O:11])[CH3:10])[CH:5]=[C:6]([CH3:8])[CH:7]=1.[Cl:13][C:14]1[CH:15]=[C:16]([CH:19]=[CH:20][C:21]=1[O:22][CH3:23])[CH:17]=O.[OH-].[Na+].Cl.